Dataset: Forward reaction prediction with 1.9M reactions from USPTO patents (1976-2016). Task: Predict the product of the given reaction. (1) Given the reactants C(=O)=O.C([Sn](CCCC)(OCCCC)[O:9][Sn:10]([CH2:20][CH2:21][CH2:22][CH3:23])([CH2:16][CH2:17][CH2:18][CH3:19])[O:11][CH2:12][CH2:13][CH2:14][CH3:15])CCC.[CH2:33](O)[CH2:34][CH2:35][CH3:36], predict the reaction product. The product is: [CH2:20]([Sn:10]([CH2:16][CH2:17][CH2:18][CH3:19])([O:9][CH2:33][CH2:34][CH2:35][CH3:36])[O:11][CH2:12][CH2:13][CH2:14][CH3:15])[CH2:21][CH2:22][CH3:23]. (2) Given the reactants [C:1]([O:5][C:6](=[O:39])[N:7]([CH2:28][C:29]1[CH:34]=[CH:33][CH:32]=[C:31]([C:35]([CH3:38])([CH3:37])[CH3:36])[CH:30]=1)[C@@H:8]1[C@@H:13]([OH:14])[C@H:12]([CH2:15][C:16]2[CH:21]=[CH:20][C:19]([N+:22]([O-])=O)=[C:18]([F:25])[CH:17]=2)[CH2:11][S:10](=[O:27])(=[O:26])[CH2:9]1)([CH3:4])([CH3:3])[CH3:2].[BH4-].[Na+], predict the reaction product. The product is: [C:1]([O:5][C:6](=[O:39])[N:7]([C@@H:8]1[C@@H:13]([OH:14])[C@H:12]([CH2:15][C:16]2[CH:21]=[CH:20][C:19]([NH2:22])=[C:18]([F:25])[CH:17]=2)[CH2:11][S:10](=[O:27])(=[O:26])[CH2:9]1)[CH2:28][C:29]1[CH:34]=[CH:33][CH:32]=[C:31]([C:35]([CH3:37])([CH3:38])[CH3:36])[CH:30]=1)([CH3:2])([CH3:3])[CH3:4].